Task: Predict the reactants needed to synthesize the given product.. Dataset: Full USPTO retrosynthesis dataset with 1.9M reactions from patents (1976-2016) (1) Given the product [CH3:41][N:23]([CH2:24][CH:25]1[CH2:30][CH2:29][CH2:28][NH:27][CH2:26]1)[C:21]1[C:20]2[C:15](=[N:16][CH:17]=[CH:18][N:19]=2)[CH:14]=[C:13]([C:10]2[CH:9]=[CH:8][C:7]([N:4]3[CH2:5][CH2:6][O:1][CH2:2][CH2:3]3)=[CH:12][CH:11]=2)[N:22]=1, predict the reactants needed to synthesize it. The reactants are: [O:1]1[CH2:6][CH2:5][N:4]([C:7]2[CH:12]=[CH:11][C:10]([C:13]3[N:22]=[C:21]([NH:23][CH2:24][CH:25]4[CH2:30][CH2:29][CH2:28][N:27](C(OC(C)(C)C)=O)[CH2:26]4)[C:20]4[C:15](=[N:16][CH:17]=[CH:18][N:19]=4)[CH:14]=3)=[CH:9][CH:8]=2)[CH2:3][CH2:2]1.[H-].[Na+].I[CH3:41]. (2) Given the product [CH3:22][N:23]1[CH:27]=[C:26]([CH2:28][NH:29][C:3]2[N:4]=[CH:5][C:6]3[N:11]=[N:10][N:9]([C:12]4[CH:13]=[C:14]5[C:19](=[CH:20][CH:21]=4)[N:18]=[CH:17][CH:16]=[CH:15]5)[C:7]=3[N:8]=2)[CH:25]=[N:24]1, predict the reactants needed to synthesize it. The reactants are: Cl.Cl[C:3]1[N:4]=[CH:5][C:6]2[N:11]=[N:10][N:9]([C:12]3[CH:13]=[C:14]4[C:19](=[CH:20][CH:21]=3)[N:18]=[CH:17][CH:16]=[CH:15]4)[C:7]=2[N:8]=1.[CH3:22][N:23]1[CH:27]=[C:26]([CH2:28][NH2:29])[CH:25]=[N:24]1.